This data is from Reaction yield outcomes from USPTO patents with 853,638 reactions. The task is: Predict the reaction yield, written as a fraction of the theoretical maximum amount of product (1.0 means a 100% yield; for example, 0.34 means a 34% yield). (1) The reactants are [C:1]([C:3]1([CH2:22][C:23]2[CH:28]=[CH:27][C:26]([F:29])=[CH:25][CH:24]=2)[CH2:8][CH2:7][N:6]([C:9]([CH:11]2[CH2:16][NH:15][C:14]3[CH:17]=[C:18]([Cl:21])[CH:19]=[CH:20][C:13]=3[O:12]2)=[O:10])[CH2:5][CH2:4]1)#[N:2].CO. The catalyst is C1COCC1. The product is [NH2:2][CH2:1][C:3]1([CH2:22][C:23]2[CH:24]=[CH:25][C:26]([F:29])=[CH:27][CH:28]=2)[CH2:4][CH2:5][N:6]([C:9]([CH:11]2[CH2:16][NH:15][C:14]3[CH:17]=[C:18]([Cl:21])[CH:19]=[CH:20][C:13]=3[O:12]2)=[O:10])[CH2:7][CH2:8]1. The yield is 0.240. (2) The reactants are [N+:1]([C:4]1[CH:12]=[CH:11][CH:10]=[C:9]2[C:5]=1[CH:6]=[C:7]([C:13]([O:15][CH2:16][CH3:17])=[O:14])[NH:8]2)([O-])=O. The catalyst is C(O)C.[Ni]. The product is [NH2:1][C:4]1[CH:12]=[CH:11][CH:10]=[C:9]2[C:5]=1[CH:6]=[C:7]([C:13]([O:15][CH2:16][CH3:17])=[O:14])[NH:8]2. The yield is 0.930. (3) The reactants are [CH2:1]([N:8]1[CH2:15][CH:14]2[CH2:16][CH:10]([CH2:11][NH:12][CH2:13]2)[CH2:9]1)[C:2]1[CH:7]=[CH:6][CH:5]=[CH:4][CH:3]=1.Br[CH2:18][CH2:19][OH:20]. No catalyst specified. The product is [CH2:1]([N:8]1[CH2:9][CH:10]2[CH2:16][CH:14]([CH2:13][N:12]([CH2:18][CH2:19][OH:20])[CH2:11]2)[CH2:15]1)[C:2]1[CH:7]=[CH:6][CH:5]=[CH:4][CH:3]=1. The yield is 0.720. (4) The reactants are [CH3:1][N:2]1[C:7]2[CH:8]=[CH:9][C:10]([N+:12]([O-])=O)=[CH:11][C:6]=2[O:5][CH2:4][C:3]1=[O:15].[Cl-].[NH4+].C(Cl)Cl. The catalyst is CCO.O.[Fe]. The product is [CH3:1][N:2]1[C:7]2[CH:8]=[CH:9][C:10]([NH2:12])=[CH:11][C:6]=2[O:5][CH2:4][C:3]1=[O:15]. The yield is 1.00. (5) The reactants are [Br:1][C:2]1[CH:6]=[CH:5][S:4][C:3]=1[C:7]([NH:9][C:10]1[CH:15]=[CH:14][C:13]([O:16][CH3:17])=[C:12]([F:18])[C:11]=1[F:19])=[O:8].[C:20](O[C:20]([O:22][C:23]([CH3:26])([CH3:25])[CH3:24])=[O:21])([O:22][C:23]([CH3:26])([CH3:25])[CH3:24])=[O:21]. The product is [Br:1][C:2]1[CH:6]=[CH:5][S:4][C:3]=1[C:7]([N:9]([C:10]1[CH:15]=[CH:14][C:13]([O:16][CH3:17])=[C:12]([F:18])[C:11]=1[F:19])[C:20](=[O:21])[O:22][C:23]([CH3:26])([CH3:25])[CH3:24])=[O:8]. The yield is 0.670. No catalyst specified. (6) The reactants are [CH3:1][O:2][C:3]1[CH:4]=[CH:5][C:6]2[C:10]([O:11][C:12]3[CH:17]=[CH:16][C:15]([O:18][CH2:19][CH2:20][N:21]4[CH2:26][CH2:25][CH2:24][CH2:23][CH2:22]4)=[CH:14][CH:13]=3)=[C:9](Br)[S:8][C:7]=2[CH:28]=1.[CH3:29][S:30]([CH:33]1[CH2:38][CH2:37][C:36](B2OC(C)(C)C(C)(C)O2)=[CH:35][CH2:34]1)(=[O:32])=[O:31].C(=O)([O-])[O-].[Na+].[Na+]. The catalyst is O1CCOCC1. The product is [CH3:29][S:30]([CH:33]1[CH2:38][CH2:37][C:36]([C:9]2[S:8][C:7]3[CH:28]=[C:3]([O:2][CH3:1])[CH:4]=[CH:5][C:6]=3[C:10]=2[O:11][C:12]2[CH:17]=[CH:16][C:15]([O:18][CH2:19][CH2:20][N:21]3[CH2:26][CH2:25][CH2:24][CH2:23][CH2:22]3)=[CH:14][CH:13]=2)=[CH:35][CH2:34]1)(=[O:32])=[O:31]. The yield is 0.420. (7) The reactants are O[CH2:2][C:3]1[CH:19]=[CH:18][C:6]([O:7][C:8]2[CH:15]=[CH:14][CH:13]=[C:10]([C:11]#[N:12])[C:9]=2[C:16]#[N:17])=[CH:5][CH:4]=1.C(N(CC)CC)C.[CH3:27][S:28](Cl)(=[O:30])=[O:29]. The catalyst is C(Cl)Cl. The product is [CH3:27][S:28]([CH2:2][C:3]1[CH:19]=[CH:18][C:6]([O:7][C:8]2[CH:15]=[CH:14][CH:13]=[C:10]([C:11]#[N:12])[C:9]=2[C:16]#[N:17])=[CH:5][CH:4]=1)(=[O:30])=[O:29]. The yield is 0.930. (8) The reactants are [CH3:1][O:2][C:3]([C:5]1[NH:9][CH:8]=[C:7]([CH2:10][CH2:11][C:12]([OH:14])=O)[CH:6]=1)=[O:4].ClCCCl.C(=O)(O)[O-].[Na+]. The catalyst is O. The product is [O:14]=[C:12]1[C:8]2[NH:9][C:5]([C:3]([O:2][CH3:1])=[O:4])=[CH:6][C:7]=2[CH2:10][CH2:11]1. The yield is 0.670. (9) The yield is 0.560. The product is [CH3:8][N:9]1[C:14](=[O:15])[CH2:13][C:12]2[CH:16]=[C:17]3[C:22](=[CH:23][C:11]=2[S:10]1)[CH2:21][CH2:20][CH2:19][CH2:18]3. The reactants are C(N(CC)CC)C.[CH3:8][N:9]1[C:14](=[O:15])[CH2:13][C:12]2[CH:16]=[C:17]3[C:22](=[CH:23][C:11]=2[S:10]1(=O)=O)[CH2:21][CH2:20][CH2:19][CH2:18]3.FC1C=CC(N=C=O)=CC=1. The catalyst is CS(C)=O.